From a dataset of Forward reaction prediction with 1.9M reactions from USPTO patents (1976-2016). Predict the product of the given reaction. (1) The product is: [Cl:8][C:4]1[CH:5]=[N:6][CH:7]=[C:2]([O:16][C:11]2[CH:12]=[CH:13][CH:14]=[CH:15][C:10]=2[Cl:9])[N:3]=1. Given the reactants Cl[C:2]1[CH:7]=[N:6][CH:5]=[C:4]([Cl:8])[N:3]=1.[Cl:9][C:10]1[CH:15]=[CH:14][CH:13]=[CH:12][C:11]=1[OH:16].CCOC(C)=O, predict the reaction product. (2) Given the reactants [O:1]=[S:2]1(=[O:28])[C:6]2[CH:7]=[CH:8][C:9]([C:11]3[C:19]4[C:14](=[CH:15][C:16]([F:20])=[CH:17][CH:18]=4)[N:13](C(OC(C)(C)C)=O)[CH:12]=3)=[CH:10][C:5]=2[CH2:4][NH:3]1, predict the reaction product. The product is: [F:20][C:16]1[CH:15]=[C:14]2[C:19]([C:11]([C:9]3[CH:8]=[CH:7][C:6]4[S:2](=[O:28])(=[O:1])[NH:3][CH2:4][C:5]=4[CH:10]=3)=[CH:12][NH:13]2)=[CH:18][CH:17]=1. (3) Given the reactants [OH-].[Na+].C([O:5][C:6]([C:8]1[N:9]=[C:10]([C:19]2[CH:24]=[CH:23][CH:22]=[CH:21][CH:20]=2)[N:11]([C:13]2[CH:14]=[N:15][CH:16]=[CH:17][CH:18]=2)[CH:12]=1)=[O:7])C, predict the reaction product. The product is: [C:19]1([C:10]2[N:11]([C:13]3[CH:14]=[N:15][CH:16]=[CH:17][CH:18]=3)[CH:12]=[C:8]([C:6]([OH:7])=[O:5])[N:9]=2)[CH:20]=[CH:21][CH:22]=[CH:23][CH:24]=1. (4) Given the reactants [C:1]([O:5][C:6]([N:8]1[CH2:13][CH:12]=[C:11]([C:14]2[N:19]=[CH:18][C:17]([C:20]([O:22][CH3:23])=[O:21])=[CH:16][N:15]=2)[CH2:10][CH2:9]1)=[O:7])([CH3:4])([CH3:3])[CH3:2], predict the reaction product. The product is: [C:1]([O:5][C:6]([N:8]1[CH2:13][CH2:12][CH:11]([C:14]2[N:19]=[CH:18][C:17]([C:20]([O:22][CH3:23])=[O:21])=[CH:16][N:15]=2)[CH2:10][CH2:9]1)=[O:7])([CH3:4])([CH3:3])[CH3:2]. (5) Given the reactants [C:1](Cl)(=[O:9])[CH2:2][CH2:3][CH2:4][CH2:5][CH2:6][CH2:7][CH3:8].C([N:14](C(C)C)CC)(C)C.[OH-].[Na+], predict the reaction product. The product is: [C:1]([NH2:14])(=[O:9])[CH2:2][CH2:3][CH2:4][CH2:5][CH2:6][CH2:7][CH3:8].